Dataset: Forward reaction prediction with 1.9M reactions from USPTO patents (1976-2016). Task: Predict the product of the given reaction. (1) Given the reactants C([O:3][C:4]([C:6]1[CH:10]=[C:9]([C:11]2[CH:15]=[CH:14][N:13]([CH2:16][CH3:17])[CH:12]=2)[N:8]([C:18]2[CH:19]=[N:20][C:21]([CH3:24])=[CH:22][CH:23]=2)[N:7]=1)=[O:5])C.O.[OH-].[Li+], predict the reaction product. The product is: [CH2:16]([N:13]1[CH:14]=[CH:15][C:11]([C:9]2[N:8]([C:18]3[CH:19]=[N:20][C:21]([CH3:24])=[CH:22][CH:23]=3)[N:7]=[C:6]([C:4]([OH:5])=[O:3])[CH:10]=2)=[CH:12]1)[CH3:17]. (2) Given the reactants C[N:2](C)/[CH:3]=[CH:4]/[C:5]([C:7]1[C:12](=[O:13])[CH:11]=[CH:10][N:9]([C:14]2[CH:19]=[CH:18][CH:17]=[C:16]([C:20]([F:23])([F:22])[F:21])[CH:15]=2)[N:8]=1)=O.[CH3:25][O:26][C:27]1[CH:32]=[CH:31][C:30]([NH:33]N)=[CH:29][CH:28]=1.Cl, predict the reaction product. The product is: [CH3:25][O:26][C:27]1[CH:32]=[CH:31][C:30]([N:33]2[C:5]([C:7]3[C:12](=[O:13])[CH:11]=[CH:10][N:9]([C:14]4[CH:19]=[CH:18][CH:17]=[C:16]([C:20]([F:23])([F:22])[F:21])[CH:15]=4)[N:8]=3)=[CH:4][CH:3]=[N:2]2)=[CH:29][CH:28]=1. (3) Given the reactants [CH3:1][C:2]1([CH3:21])[C:10]2[C:5](=[CH:6][C:7](B3OC(C)(C)C(C)(C)O3)=[CH:8][CH:9]=2)[NH:4][C:3]1=[O:20].Br[C:23]1[C:24]([CH3:30])=[N:25][CH:26]=[CH:27][C:28]=1[CH3:29], predict the reaction product. The product is: [CH3:30][C:24]1[C:23]([C:7]2[CH:6]=[C:5]3[C:10]([C:2]([CH3:1])([CH3:21])[C:3](=[O:20])[NH:4]3)=[CH:9][CH:8]=2)=[C:28]([CH3:29])[CH:27]=[CH:26][N:25]=1. (4) Given the reactants C([O:3][C:4]([C:6]1[CH:10]=[C:9]([OH:11])[N:8]([C:12]2[CH:17]=[CH:16][C:15]([C:18]([F:21])([F:20])[F:19])=[CH:14][CH:13]=2)[N:7]=1)=[O:5])C.[Li+].[OH-].[OH-].[Na+], predict the reaction product. The product is: [OH:11][C:9]1[N:8]([C:12]2[CH:13]=[CH:14][C:15]([C:18]([F:21])([F:20])[F:19])=[CH:16][CH:17]=2)[N:7]=[C:6]([C:4]([OH:5])=[O:3])[CH:10]=1. (5) Given the reactants [Cl:1][C:2]1[CH:7]=[C:6]([N+]([O-])=O)[C:5]([CH3:11])=[CH:4][C:3]=1[N+:12]([O-:14])=[O:13].[Cl:15][C:16]1[CH:17]=[C:18]([C:23](=[O:28])[C:24]([F:27])([F:26])[F:25])[CH:19]=[C:20]([Cl:22])[CH:21]=1.CCN(C(C)C)C(C)C.CCCC[N+](CCCC)(CCCC)CCCC.[F-], predict the reaction product. The product is: [Cl:1][C:2]1[C:3]([N+:12]([O-:14])=[O:13])=[CH:4][C:5]2[CH2:11][C:23]([C:18]3[CH:19]=[C:20]([Cl:22])[CH:21]=[C:16]([Cl:15])[CH:17]=3)([C:24]([F:25])([F:27])[F:26])[O:28][C:6]=2[CH:7]=1. (6) Given the reactants C(OC([NH:11][C@H:12]1[CH2:15][CH2:14][C@H:13]1[C:16]([O:18][CH3:19])=[O:17])=O)C1C=CC=CC=1.[ClH:20], predict the reaction product. The product is: [ClH:20].[NH2:11][C@H:12]1[CH2:15][CH2:14][C@H:13]1[C:16]([O:18][CH3:19])=[O:17]. (7) Given the reactants Cl[S:2]([C:5]1[CH:15]=[CH:14][C:8]([O:9][CH2:10][C:11]([NH2:13])=[O:12])=[CH:7][CH:6]=1)(=[O:4])=[O:3].[CH3:16][O:17][C:18]1[CH:24]=[CH:23][C:21]([NH2:22])=[C:20]([N+:25]([O-:27])=[O:26])[CH:19]=1, predict the reaction product. The product is: [CH3:16][O:17][C:18]1[CH:24]=[CH:23][C:21]([NH:22][S:2]([C:5]2[CH:15]=[CH:14][C:8]([O:9][CH2:10][C:11]([NH2:13])=[O:12])=[CH:7][CH:6]=2)(=[O:4])=[O:3])=[C:20]([N+:25]([O-:27])=[O:26])[CH:19]=1. (8) Given the reactants CN(C=O)C.CO[C:8](=[O:44])[N:9]=[C:10](SC)[C:11]([C:28]1[CH:33]=[C:32]([O:34][CH3:35])[CH:31]=[C:30]([O:36][CH2:37][CH2:38][O:39][CH3:40])[C:29]=1[F:41])=[N:12][C:13]1[CH:18]=[CH:17][C:16]([C:19]2[N:23]=[C:22]([C:24]([F:27])([F:26])[F:25])[O:21][N:20]=2)=[CH:15][CH:14]=1.[N+:45]([C:48]1[C:49]([NH:54][NH2:55])=[N:50][CH:51]=[CH:52][CH:53]=1)([O-:47])=[O:46], predict the reaction product. The product is: [F:41][C:29]1[C:30]([O:36][CH2:37][CH2:38][O:39][CH3:40])=[CH:31][C:32]([O:34][CH3:35])=[CH:33][C:28]=1[CH:11]([NH:12][C:13]1[CH:18]=[CH:17][C:16]([C:19]2[N:23]=[C:22]([C:24]([F:27])([F:25])[F:26])[O:21][N:20]=2)=[CH:15][CH:14]=1)[C:10]1[NH:9][C:8](=[O:44])[N:54]([C:49]2[C:48]([N+:45]([O-:47])=[O:46])=[CH:53][CH:52]=[CH:51][N:50]=2)[N:55]=1. (9) Given the reactants [CH2:1]([C:8]1[C:16]2[C:15](=[O:17])[NH:14][N:13]=[CH:12][C:11]=2[N:10](COCC2C=CC=CC=2)[C:9]=1[C:27]1[CH:32]=[CH:31][C:30]([O:33][CH:34]([F:36])[F:35])=[C:29]([O:37][CH:38]2[CH2:40][CH2:39]2)[CH:28]=1)[C:2]1[CH:7]=[CH:6][CH:5]=[CH:4][CH:3]=1.Cl.[H][H], predict the reaction product. The product is: [CH2:1]([C:8]1[C:16]2[C:15](=[O:17])[NH:14][N:13]=[CH:12][C:11]=2[NH:10][C:9]=1[C:27]1[CH:32]=[CH:31][C:30]([O:33][CH:34]([F:35])[F:36])=[C:29]([O:37][CH:38]2[CH2:40][CH2:39]2)[CH:28]=1)[C:2]1[CH:3]=[CH:4][CH:5]=[CH:6][CH:7]=1.